Dataset: Forward reaction prediction with 1.9M reactions from USPTO patents (1976-2016). Task: Predict the product of the given reaction. (1) Given the reactants [CH3:1][O:2][C:3]1[CH:8]=[C:7]([NH:9][C:10]2[C:11]3[CH:18]=[C:17]([C:19]4[CH:24]=[CH:23][C:22]([CH2:25]Cl)=[CH:21][CH:20]=4)[NH:16][C:12]=3[N:13]=[CH:14][N:15]=2)[CH:6]=[CH:5][N:4]=1.[NH:27]1[CH2:32][CH2:31][O:30][CH2:29][CH2:28]1.N[C@H](C(O)=O)CC1C=C2C(C=CC=C2)=CC=1, predict the reaction product. The product is: [CH3:1][O:2][C:3]1[CH:8]=[C:7]([NH:9][C:10]2[C:11]3[CH:18]=[C:17]([C:19]4[CH:24]=[CH:23][C:22]([CH2:25][N:27]5[CH2:32][CH2:31][O:30][CH2:29][CH2:28]5)=[CH:21][CH:20]=4)[NH:16][C:12]=3[N:13]=[CH:14][N:15]=2)[CH:6]=[CH:5][N:4]=1. (2) Given the reactants [C:1]([N:9]1[C@@H:13]([CH3:14])[C:12](=[O:15])OC1=O)(=[O:8])[C:2]1[CH:7]=[CH:6][CH:5]=[CH:4][CH:3]=1.[C:17]1([CH3:26])[CH:22]=[CH:21][C:20]([C@@H:23]([NH2:25])[CH3:24])=[CH:19][CH:18]=1.CN1CCOCC1.Cl, predict the reaction product. The product is: [C:17]1([CH3:26])[CH:22]=[CH:21][C:20]([C@@H:23]([NH:25][C:12](=[O:15])[C@H:13]([CH3:14])[NH:9][C:1](=[O:8])[C:2]2[CH:3]=[CH:4][CH:5]=[CH:6][CH:7]=2)[CH3:24])=[CH:19][CH:18]=1. (3) Given the reactants Cl[C:2]1[CH:14]=[C:13]([CH3:15])[C:12]2[C:11]3[C:6](=[CH:7][CH:8]=[CH:9][CH:10]=3)[N:5]([CH2:16][CH:17]([CH3:19])[CH3:18])[C:4]=2[CH:3]=1.[CH3:20][C:21]1([CH3:37])[C:25]([CH3:27])([CH3:26])[O:24][B:23]([B:23]2[O:24][C:25]([CH3:27])([CH3:26])[C:21]([CH3:37])([CH3:20])[O:22]2)[O:22]1.C([O-])(=O)C.[K+], predict the reaction product. The product is: [CH2:16]([N:5]1[C:4]2[CH:3]=[C:2]([B:23]3[O:24][C:25]([CH3:27])([CH3:26])[C:21]([CH3:37])([CH3:20])[O:22]3)[CH:14]=[C:13]([CH3:15])[C:12]=2[C:11]2[C:6]1=[CH:7][CH:8]=[CH:9][CH:10]=2)[CH:17]([CH3:19])[CH3:18]. (4) The product is: [F:1][C:2]1[CH:3]=[C:4]2[C:9](=[CH:10][CH:11]=1)[N:8]=[C:7]([C:12]1[CH:13]=[C:14]([O:22][CH3:23])[C:15]([O:20][CH3:21])=[C:16]([O:18][CH3:19])[CH:17]=1)[N:6]=[C:5]2[C:24]([N:35]1[CH2:34][CH2:33][C:32]2[C:37](=[CH:38][CH:39]=[C:30]([O:29][CH3:28])[CH:31]=2)[CH2:36]1)=[O:25]. Given the reactants [F:1][C:2]1[CH:3]=[C:4]2[C:9](=[CH:10][CH:11]=1)[N:8]=[C:7]([C:12]1[CH:17]=[C:16]([O:18][CH3:19])[C:15]([O:20][CH3:21])=[C:14]([O:22][CH3:23])[CH:13]=1)[N:6]=[C:5]2[C:24](O)=[O:25].Cl.[CH3:28][O:29][C:30]1[CH:31]=[C:32]2[C:37](=[CH:38][CH:39]=1)[CH2:36][NH:35][CH2:34][CH2:33]2, predict the reaction product. (5) Given the reactants Cl.Cl.N[C@H:4]([C:18]1[CH:23]=[CH:22][CH:21]=[CH:20][CH:19]=1)[C:5]([NH:7][C:8]1[CH:9]=[C:10]2[C:15](=[CH:16][CH:17]=1)[CH:14]=[N:13][CH:12]=[CH:11]2)=[O:6].C=O.[CH3:26]C(O)=O.[BH3-][C:31]#[N:32].[Na+], predict the reaction product. The product is: [CH3:26][N:32]([CH3:31])[C@H:4]([C:18]1[CH:23]=[CH:22][CH:21]=[CH:20][CH:19]=1)[C:5]([NH:7][C:8]1[CH:9]=[C:10]2[C:15](=[CH:16][CH:17]=1)[CH:14]=[N:13][CH:12]=[CH:11]2)=[O:6]. (6) The product is: [F:31][C:32]1[CH:37]=[C:36]([F:38])[CH:35]=[CH:34][C:33]=1[S:39]([N:19]1[CH2:18][CH:17]([C:15]([N:12]2[CH2:13][CH2:14][N:9]([C:3]3[CH:4]=[C:5]([CH3:8])[CH:6]=[CH:7][C:2]=3[CH3:1])[CH2:10][CH2:11]2)=[O:16])[N:21]([C:22]2[CH:23]=[CH:24][CH:25]=[CH:26][CH:27]=2)[C:20]1=[O:28])(=[O:41])=[O:40]. Given the reactants [CH3:1][C:2]1[CH:7]=[CH:6][C:5]([CH3:8])=[CH:4][C:3]=1[N:9]1[CH2:14][CH2:13][N:12]([C:15]([CH:17]2[N:21]([C:22]3[CH:27]=[CH:26][CH:25]=[CH:24][CH:23]=3)[C:20](=[O:28])[NH:19][CH2:18]2)=[O:16])[CH2:11][CH2:10]1.[H-].[Na+].[F:31][C:32]1[CH:37]=[C:36]([F:38])[CH:35]=[CH:34][C:33]=1[S:39](Cl)(=[O:41])=[O:40], predict the reaction product.